This data is from Reaction yield outcomes from USPTO patents with 853,638 reactions. The task is: Predict the reaction yield, written as a fraction of the theoretical maximum amount of product (1.0 means a 100% yield; for example, 0.34 means a 34% yield). (1) The reactants are C(N(C(C)C)C(C)C)C.[F:10][C:11]1[CH:16]=[CH:15][CH:14]=[CH:13][C:12]=1[N:17]1[C:25]2[C:20](=[C:21]([N:26]3[CH2:33][CH:32]4[CH:28]([CH2:29][NH:30][CH2:31]4)[C:27]3=[O:34])[CH:22]=[CH:23][CH:24]=2)[CH:19]=[N:18]1.[C:35](Cl)(=[O:37])[CH3:36]. The catalyst is C(Cl)Cl. The product is [C:35]([N:30]1[CH2:31][C@@H:32]2[CH2:33][N:26]([C:21]3[CH:22]=[CH:23][CH:24]=[C:25]4[C:20]=3[CH:19]=[N:18][N:17]4[C:12]3[CH:13]=[CH:14][CH:15]=[CH:16][C:11]=3[F:10])[C:27](=[O:34])[C@H:28]2[CH2:29]1)(=[O:37])[CH3:36]. The yield is 0.780. (2) The yield is 1.00. The reactants are [H-].[Na+].[F:3][C:4]1[CH:9]=[C:8]([F:10])[CH:7]=[C:6]([F:11])[C:5]=1[CH2:12][CH2:13][C:14]([O:16][CH2:17][CH3:18])=[O:15].[CH:19](OCC)=[O:20].C(O)(=O)C. The catalyst is COCCOC. The product is [CH:19]([CH:13]([CH2:12][C:5]1[C:4]([F:3])=[CH:9][C:8]([F:10])=[CH:7][C:6]=1[F:11])[C:14]([O:16][CH2:17][CH3:18])=[O:15])=[O:20].